Dataset: hERG channel blocking data for cardiac toxicity assessment. Task: Regression/Classification. Given a drug SMILES string, predict its toxicity properties. Task type varies by dataset: regression for continuous values (e.g., LD50, hERG inhibition percentage) or binary classification for toxic/non-toxic outcomes (e.g., AMES mutagenicity, cardiotoxicity, hepatotoxicity). Dataset: herg. The molecule is Cc1ccc(OC[C@H](O)[C@H](C)NC(C)C)c2c1CCC2. The result is 1 (blocker).